From a dataset of Full USPTO retrosynthesis dataset with 1.9M reactions from patents (1976-2016). Predict the reactants needed to synthesize the given product. (1) Given the product [CH3:1][O:2][C:3](=[O:14])[C:4]1[CH:9]=[C:8]([N+:10]([O-:12])=[O:11])[CH:7]=[CH:6][C:5]=1[NH:21][CH2:20][C:19]1[CH:22]=[C:23]([C:25]([F:26])([F:27])[F:28])[CH:24]=[C:17]([C:16]([F:15])([F:29])[F:30])[CH:18]=1, predict the reactants needed to synthesize it. The reactants are: [CH3:1][O:2][C:3](=[O:14])[C:4]1[CH:9]=[C:8]([N+:10]([O-:12])=[O:11])[CH:7]=[CH:6][C:5]=1F.[F:15][C:16]([F:30])([F:29])[C:17]1[CH:18]=[C:19]([CH:22]=[C:23]([C:25]([F:28])([F:27])[F:26])[CH:24]=1)[CH2:20][NH2:21].CCN(C(C)C)C(C)C. (2) Given the product [N:26]1[CH:27]=[CH:28][CH:29]=[C:24]([NH:23][C:18]([C:17]2[CH:16]=[N:15][N:12]3[CH:13]=[CH:14][C:9]([N:4]4[CH2:5][CH2:6][CH2:7][CH2:8][CH:3]4[C:2]([F:1])([F:22])[F:21])=[N:10][C:11]=23)=[O:20])[CH:25]=1, predict the reactants needed to synthesize it. The reactants are: [F:1][C:2]([F:22])([F:21])[CH:3]1[CH2:8][CH2:7][CH2:6][CH2:5][N:4]1[C:9]1[CH:14]=[CH:13][N:12]2[N:15]=[CH:16][C:17]([C:18]([OH:20])=O)=[C:11]2[N:10]=1.[NH2:23][C:24]1[CH:25]=[N:26][CH:27]=[CH:28][CH:29]=1.N1C=CC=CC=1.CN(C(ON1N=NC2C=CC=NC1=2)=[N+](C)C)C.F[P-](F)(F)(F)(F)F.